This data is from Forward reaction prediction with 1.9M reactions from USPTO patents (1976-2016). The task is: Predict the product of the given reaction. (1) Given the reactants [Br:1][C:2]1[CH:3]=[CH:4][C:5]([O:15][CH2:16][C:17]2[CH:22]=[CH:21][C:20]([F:23])=[CH:19][CH:18]=2)=[C:6]([C:8](=O)[CH2:9][CH2:10][C:11](=O)[CH3:12])[CH:7]=1.[C:24]([NH:27][C:28]1[CH:29]=[C:30]([CH:34]=[C:35]([NH2:37])[CH:36]=1)[C:31]([OH:33])=[O:32])(=[O:26])[CH3:25].CC1C=CC(S(O)(=O)=O)=CC=1, predict the reaction product. The product is: [Br:1][C:2]1[CH:3]=[CH:4][C:5]([O:15][CH2:16][C:17]2[CH:22]=[CH:21][C:20]([F:23])=[CH:19][CH:18]=2)=[C:6]([C:8]2[N:37]([C:35]3[CH:34]=[C:30]([CH:29]=[C:28]([NH:27][C:24](=[O:26])[CH3:25])[CH:36]=3)[C:31]([OH:33])=[O:32])[C:11]([CH3:12])=[CH:10][CH:9]=2)[CH:7]=1. (2) Given the reactants P(Br)(Br)[Br:2].CN([CH:8]=[O:9])C.[CH3:10][C:11]1([CH3:18])[CH2:16][CH2:15][C:14](=O)[CH2:13][CH2:12]1, predict the reaction product. The product is: [Br:2][C:14]1[CH2:15][CH2:16][C:11]([CH3:18])([CH3:10])[CH2:12][C:13]=1[CH:8]=[O:9]. (3) Given the reactants CON(C)[C:4]([C:6]1[C:15](=[O:16])[C:14]2[C:9](=[CH:10][CH:11]=[CH:12][CH:13]=2)[N:8]([CH2:17][C:18]2[CH:23]=[CH:22][CH:21]=[C:20]([Br:24])[N:19]=2)[CH:7]=1)=[O:5].[CH3:26][C:27]1[C:32]([CH3:33])=[CH:31][CH:30]=[CH:29][C:28]=1[Mg]Br, predict the reaction product. The product is: [Br:24][C:20]1[N:19]=[C:18]([CH2:17][N:8]2[C:9]3[C:14](=[CH:13][CH:12]=[CH:11][CH:10]=3)[C:15](=[O:16])[C:6]([C:4](=[O:5])[C:28]3[CH:29]=[CH:30][CH:31]=[C:32]([CH3:33])[C:27]=3[CH3:26])=[CH:7]2)[CH:23]=[CH:22][CH:21]=1. (4) Given the reactants [C:1]1([N:7]2[CH:11]=[CH:10][CH:9]=[N:8]2)[CH:6]=[CH:5][CH:4]=[CH:3][CH:2]=1.CN([CH:15]=[O:16])C.O=P(Cl)(Cl)Cl, predict the reaction product. The product is: [C:1]1([N:7]2[CH:11]=[C:10]([CH:15]=[O:16])[CH:9]=[N:8]2)[CH:2]=[CH:3][CH:4]=[CH:5][CH:6]=1. (5) Given the reactants [CH:1]1([N:6]2[C:14]3[C:9](=[CH:10][CH:11]=[C:12]([CH:15]=[O:16])[CH:13]=3)[C:8]([CH2:17][CH3:18])=[N:7]2)[CH2:5][CH2:4][CH2:3][CH2:2]1.[CH3:19][Mg]Cl, predict the reaction product. The product is: [CH:1]1([N:6]2[C:14]3[C:9](=[CH:10][CH:11]=[C:12]([CH:15]([OH:16])[CH3:19])[CH:13]=3)[C:8]([CH2:17][CH3:18])=[N:7]2)[CH2:2][CH2:3][CH2:4][CH2:5]1. (6) Given the reactants Br[C:2]1[C:3]([OH:18])=[C:4]2[C:9](=[CH:10][CH:11]=1)[N:8]([C:12]([CH:14]1[CH2:16][CH2:15]1)=[O:13])[C@@H:7]([CH3:17])[CH2:6][CH2:5]2.CC1(C)C(C)(C)OB([C:27]2[CH:28]=[N:29][N:30]([CH:32]3[CH2:37][CH2:36][N:35]([C:38]([O:40][C:41]([CH3:44])([CH3:43])[CH3:42])=[O:39])[CH2:34][CH2:33]3)[CH:31]=2)O1.C(=O)([O-])[O-].[Na+].[Na+].O1CCOCC1, predict the reaction product. The product is: [CH:14]1([C:12]([N:8]2[C:9]3[C:4](=[C:3]([OH:18])[C:2]([C:27]4[CH:28]=[N:29][N:30]([CH:32]5[CH2:33][CH2:34][N:35]([C:38]([O:40][C:41]([CH3:44])([CH3:43])[CH3:42])=[O:39])[CH2:36][CH2:37]5)[CH:31]=4)=[CH:11][CH:10]=3)[CH2:5][CH2:6][C@@H:7]2[CH3:17])=[O:13])[CH2:16][CH2:15]1. (7) Given the reactants [NH2:1][C:2]1[N:7]=[CH:6][C:5]([N:8]2[CH:13]3[CH2:14][CH2:15][CH:9]2[CH2:10][N:11]([C:16]([O:18][C:19]([CH3:22])([CH3:21])[CH3:20])=[O:17])[CH2:12]3)=[CH:4][CH:3]=1.Br[C:24]1[C:25](=[O:32])[N:26]([CH3:31])[CH:27]=[C:28]([Br:30])[CH:29]=1.CC1(C)C2C(=C(P(C3C=CC=CC=3)C3C=CC=CC=3)C=CC=2)OC2C(P(C3C=CC=CC=3)C3C=CC=CC=3)=CC=CC1=2.C([O-])([O-])=O.[Cs+].[Cs+], predict the reaction product. The product is: [Br:30][C:28]1[CH:29]=[C:24]([NH:1][C:2]2[N:7]=[CH:6][C:5]([N:8]3[CH:9]4[CH2:15][CH2:14][CH:13]3[CH2:12][N:11]([C:16]([O:18][C:19]([CH3:22])([CH3:21])[CH3:20])=[O:17])[CH2:10]4)=[CH:4][CH:3]=2)[C:25](=[O:32])[N:26]([CH3:31])[CH:27]=1.